This data is from Reaction yield outcomes from USPTO patents with 853,638 reactions. The task is: Predict the reaction yield, written as a fraction of the theoretical maximum amount of product (1.0 means a 100% yield; for example, 0.34 means a 34% yield). The reactants are [I:1][C:2]1[CH:3]=[C:4]2[C:8](=[CH:9][CH:10]=1)[NH:7][C:6](=[O:11])[C:5]2=O.[N+:13]([C:16]1[O:20][C:19]([C:21]([NH:23][NH2:24])=[O:22])=[CH:18][CH:17]=1)([O-:15])=[O:14]. The catalyst is C(O)(=O)C. The product is [I:1][C:2]1[CH:3]=[C:4]2[C:8](=[CH:9][CH:10]=1)[NH:7][C:6](=[O:11])[C:5]2=[N:24][NH:23][C:21]([C:19]1[O:20][C:16]([N+:13]([O-:15])=[O:14])=[CH:17][CH:18]=1)=[O:22]. The yield is 0.740.